Task: Regression. Given two drug SMILES strings and cell line genomic features, predict the synergy score measuring deviation from expected non-interaction effect.. Dataset: NCI-60 drug combinations with 297,098 pairs across 59 cell lines (1) Drug 1: CN(C)C1=NC(=NC(=N1)N(C)C)N(C)C. Drug 2: C1=NC2=C(N=C(N=C2N1C3C(C(C(O3)CO)O)O)F)N. Cell line: 786-0. Synergy scores: CSS=0.652, Synergy_ZIP=1.57, Synergy_Bliss=3.77, Synergy_Loewe=0.238, Synergy_HSA=0.689. (2) Drug 1: CS(=O)(=O)C1=CC(=C(C=C1)C(=O)NC2=CC(=C(C=C2)Cl)C3=CC=CC=N3)Cl. Drug 2: CN(C(=O)NC(C=O)C(C(C(CO)O)O)O)N=O. Cell line: SK-MEL-28. Synergy scores: CSS=-7.02, Synergy_ZIP=0.845, Synergy_Bliss=-7.00, Synergy_Loewe=-13.8, Synergy_HSA=-13.6. (3) Drug 1: CC1=C(C(CCC1)(C)C)C=CC(=CC=CC(=CC(=O)O)C)C. Drug 2: CNC(=O)C1=NC=CC(=C1)OC2=CC=C(C=C2)NC(=O)NC3=CC(=C(C=C3)Cl)C(F)(F)F. Cell line: OVCAR-8. Synergy scores: CSS=4.14, Synergy_ZIP=7.89, Synergy_Bliss=5.33, Synergy_Loewe=5.81, Synergy_HSA=5.03. (4) Drug 1: C1CNP(=O)(OC1)N(CCCl)CCCl. Drug 2: CN1C(=O)N2C=NC(=C2N=N1)C(=O)N. Cell line: OVCAR3. Synergy scores: CSS=-1.88, Synergy_ZIP=8.08, Synergy_Bliss=9.72, Synergy_Loewe=1.45, Synergy_HSA=2.38. (5) Synergy scores: CSS=8.53, Synergy_ZIP=-2.44, Synergy_Bliss=0.736, Synergy_Loewe=-6.94, Synergy_HSA=-1.44. Drug 2: C1C(C(OC1N2C=C(C(=O)NC2=O)F)CO)O. Drug 1: CN(C)N=NC1=C(NC=N1)C(=O)N. Cell line: MALME-3M. (6) Cell line: SF-268. Drug 2: CN(CC1=CN=C2C(=N1)C(=NC(=N2)N)N)C3=CC=C(C=C3)C(=O)NC(CCC(=O)O)C(=O)O. Drug 1: CC12CCC(CC1=CCC3C2CCC4(C3CC=C4C5=CN=CC=C5)C)O. Synergy scores: CSS=9.32, Synergy_ZIP=-2.84, Synergy_Bliss=-4.53, Synergy_Loewe=-11.8, Synergy_HSA=-6.45.